Task: Predict the product of the given reaction.. Dataset: Forward reaction prediction with 1.9M reactions from USPTO patents (1976-2016) Given the reactants Cl.[NH2:2][C@@H:3]1[CH2:12][CH2:11][CH2:10][C:9]2[C:8]([C:13]3[N:17]=[C:16]([C:18]4[CH:19]=[CH:20][C:21]([O:26][CH:27]([CH3:29])[CH3:28])=[C:22]([CH:25]=4)[C:23]#[N:24])[O:15][N:14]=3)=[CH:7][CH:6]=[CH:5][C:4]1=2.[CH3:30][S:31](Cl)(=[O:33])=[O:32], predict the reaction product. The product is: [C:23]([C:22]1[CH:25]=[C:18]([C:16]2[O:15][N:14]=[C:13]([C:8]3[CH:7]=[CH:6][CH:5]=[C:4]4[C:9]=3[CH2:10][CH2:11][CH2:12][C@H:3]4[NH:2][S:31]([CH3:30])(=[O:33])=[O:32])[N:17]=2)[CH:19]=[CH:20][C:21]=1[O:26][CH:27]([CH3:29])[CH3:28])#[N:24].